From a dataset of Forward reaction prediction with 1.9M reactions from USPTO patents (1976-2016). Predict the product of the given reaction. (1) Given the reactants Br[C:2]1[CH:3]=[CH:4][C:5]2[N:6]([C:8]([C:11]3[CH:16]=[CH:15][C:14]([Cl:17])=[CH:13][CH:12]=3)=[CH:9][N:10]=2)[CH:7]=1.[F:18][C:19]1[CH:24]=[CH:23][C:22]([N:25]2[C:29](B3OC(C)(C)C(C)(C)O3)=[CH:28][CH:27]=[N:26]2)=[CH:21][CH:20]=1, predict the reaction product. The product is: [Cl:17][C:14]1[CH:15]=[CH:16][C:11]([C:8]2[N:6]3[CH:7]=[C:2]([C:29]4[N:25]([C:22]5[CH:23]=[CH:24][C:19]([F:18])=[CH:20][CH:21]=5)[N:26]=[CH:27][CH:28]=4)[CH:3]=[CH:4][C:5]3=[N:10][CH:9]=2)=[CH:12][CH:13]=1. (2) Given the reactants [Mg].Cl[Si:3]([CH3:6])([CH3:5])[CH3:4].Br[C:8]1[CH:9]=[CH:10][C:11]([F:20])=[C:12]([C:14](=[O:19])[C:15](F)([F:17])[F:16])[CH:13]=1, predict the reaction product. The product is: [F:16][C:15]([F:17])=[C:14]([C:12]1[CH:13]=[C:8]([Si:3]([CH3:6])([CH3:5])[CH3:4])[CH:9]=[CH:10][C:11]=1[F:20])[O:19][Si:3]([CH3:6])([CH3:5])[CH3:4]. (3) Given the reactants Cl.Cl.[O:3]1[C@@H:8]2[CH2:9][CH2:10][NH:11][CH2:12][CH2:13][C@H:7]2[NH:6][CH2:5][CH2:4]1.Cl[C:15]1[N:19]([CH3:20])[N:18]=[CH:17][C:16]=1[N+:21]([O-:23])=[O:22].CCN(C(C)C)C(C)C, predict the reaction product. The product is: [CH3:20][N:19]1[C:15]([N:11]2[CH2:12][CH2:13][C@@H:7]3[NH:6][CH2:5][CH2:4][O:3][C@H:8]3[CH2:9][CH2:10]2)=[C:16]([N+:21]([O-:23])=[O:22])[CH:17]=[N:18]1. (4) Given the reactants [F:1][C:2]([F:32])([F:31])[C:3]1[CH:26]=[C:25]([C:27]([F:30])([F:29])[F:28])[CH:24]=[CH:23][C:4]=1[CH2:5][O:6][C:7]1[CH:20]=[CH:19][C:10]([CH2:11][CH:12]2[S:16][C:15](=S)[NH:14][C:13]2=[O:18])=[CH:9][C:8]=1[O:21][CH3:22].CS(C)=O.IC.[CH3:39][N:40]1[CH2:45][CH2:44][NH:43][CH2:42][CH2:41]1, predict the reaction product. The product is: [F:1][C:2]([F:32])([F:31])[C:3]1[CH:26]=[C:25]([C:27]([F:28])([F:29])[F:30])[CH:24]=[CH:23][C:4]=1[CH2:5][O:6][C:7]1[CH:20]=[CH:19][C:10]([CH2:11][CH:12]2[S:16][C:15]([N:43]3[CH2:44][CH2:45][N:40]([CH3:39])[CH2:41][CH2:42]3)=[N:14][C:13]2=[O:18])=[CH:9][C:8]=1[O:21][CH3:22]. (5) Given the reactants [CH2:1]([O:8][C:9]([N:11]1[CH2:16][CH2:15][CH:14]([CH2:17][CH2:18][C:19]([OH:21])=O)[CH2:13][CH2:12]1)=[O:10])[C:2]1[CH:7]=[CH:6][CH:5]=[CH:4][CH:3]=1.CN1CCOCC1.C(OC(Cl)=O)C(C)C.[CH2:37]([O:39][C:40](=[O:56])[CH2:41][CH2:42][NH:43][C:44]([CH:46]1[CH2:55][C:54]2[C:49](=[CH:50][CH:51]=[CH:52][CH:53]=2)[NH:48][CH2:47]1)=[O:45])[CH3:38], predict the reaction product. The product is: [CH2:37]([O:39][C:40](=[O:56])[CH2:41][CH2:42][NH:43][C:44]([CH:46]1[CH2:55][C:54]2[C:49](=[CH:50][CH:51]=[CH:52][CH:53]=2)[N:48]([C:19](=[O:21])[CH2:18][CH2:17][CH:14]2[CH2:13][CH2:12][N:11]([C:9]([O:8][CH2:1][C:2]3[CH:3]=[CH:4][CH:5]=[CH:6][CH:7]=3)=[O:10])[CH2:16][CH2:15]2)[CH2:47]1)=[O:45])[CH3:38]. (6) Given the reactants [CH3:1][C:2]1([CH3:9])[O:6][CH:5]([CH2:7][OH:8])[CH2:4][O:3]1.[H-].[Na+].I[CH2:13][CH3:14], predict the reaction product. The product is: [CH2:13]([O:8][CH2:7][C@@H:5]1[CH2:4][O:3][C:2]([CH3:9])([CH3:1])[O:6]1)[CH3:14].